From a dataset of Reaction yield outcomes from USPTO patents with 853,638 reactions. Predict the reaction yield, written as a fraction of the theoretical maximum amount of product (1.0 means a 100% yield; for example, 0.34 means a 34% yield). (1) No catalyst specified. The yield is 0.494. The reactants are Cl[C:2]1[N:3]=[C:4]([N:18]2[CH2:21][CH:20]([N:22]([CH3:30])[C:23](=[O:29])[O:24][C:25]([CH3:28])([CH3:27])[CH3:26])[CH2:19]2)[C:5]2[CH2:10][CH2:9][CH:8]([C:11]3[CH:16]=[CH:15][C:14]([F:17])=[CH:13][CH:12]=3)[C:6]=2[N:7]=1.[Cl:31][C:32]1[N:33]=[CH:34][N:35]([C:37]2[CH:43]=[CH:42][C:40]([NH2:41])=[CH:39][C:38]=2[O:44][CH3:45])[CH:36]=1. The product is [Cl:31][C:32]1[N:33]=[CH:34][N:35]([C:37]2[CH:43]=[CH:42][C:40]([NH:41][C:2]3[N:3]=[C:4]([N:18]4[CH2:19][CH:20]([N:22]([CH3:30])[C:23](=[O:29])[O:24][C:25]([CH3:26])([CH3:28])[CH3:27])[CH2:21]4)[C:5]4[CH2:10][CH2:9][CH:8]([C:11]5[CH:12]=[CH:13][C:14]([F:17])=[CH:15][CH:16]=5)[C:6]=4[N:7]=3)=[CH:39][C:38]=2[O:44][CH3:45])[CH:36]=1. (2) The reactants are [OH:1][CH:2]([OH:6])[C:3](O)=O.N1[CH2:12][CH2:11][O:10][CH2:9][CH2:8]1.[CH:13](=O)CC.Cl. The catalyst is C(O)C.O1CCOCC1. The product is [CH2:9]([O:10][CH:11]1[C:12]([CH3:13])=[CH:3][C:2](=[O:6])[O:1]1)[CH3:8]. The yield is 0.730. (3) The reactants are Cl[C:2]1[CH:11]=[CH:10][C:9]2[C:4](=[CH:5][CH:6]=[C:7]([O:12][CH3:13])[CH:8]=2)[N:3]=1.[C:14]([C:17]1[CH:22]=[CH:21][C:20](B(O)O)=[C:19]([Cl:26])[CH:18]=1)([OH:16])=[O:15].C([O-])([O-])=O.[K+].[K+]. The catalyst is COCCOCCO.O.CCOC(C)=O.C1C=CC(P(C2C=CC=CC=2)[C-]2C=CC=C2)=CC=1.C1C=CC(P(C2C=CC=CC=2)[C-]2C=CC=C2)=CC=1.Cl[Pd]Cl.[Fe+2]. The product is [Cl:26][C:19]1[CH:18]=[C:17]([CH:22]=[CH:21][C:20]=1[C:2]1[CH:11]=[CH:10][C:9]2[C:4](=[CH:5][CH:6]=[C:7]([O:12][CH3:13])[CH:8]=2)[N:3]=1)[C:14]([OH:16])=[O:15]. The yield is 0.460. (4) The reactants are [CH3:1][NH:2][C:3]1[CH:8]=[CH:7][N:6]=[C:5]([C:9]2[CH:14]=[CH:13][C:12]([CH2:15][CH2:16][C:17]([O:19][CH2:20][CH3:21])=[O:18])=[CH:11][CH:10]=2)[CH:4]=1.[CH2:22]([N:29]=[C:30]=[O:31])[CH2:23][CH2:24][CH2:25][CH2:26][CH2:27][CH3:28]. No catalyst specified. The product is [CH2:22]([NH:29][C:30](=[O:31])[N:2]([C:3]1[CH:8]=[CH:7][N:6]=[C:5]([C:9]2[CH:10]=[CH:11][C:12]([CH2:15][CH2:16][C:17]([O:19][CH2:20][CH3:21])=[O:18])=[CH:13][CH:14]=2)[CH:4]=1)[CH3:1])[CH2:23][CH2:24][CH2:25][CH2:26][CH2:27][CH3:28]. The yield is 0.640. (5) The reactants are [CH3:1][O:2][C:3]([C@@H:5]1[CH2:10][CH2:9][N:8]([C:11]([O:13][C:14]([CH3:17])([CH3:16])[CH3:15])=[O:12])[CH2:7][C@H:6]1[C:18]1[CH:23]=[CH:22][CH:21]=[CH:20][CH:19]=1)=[O:4].[I:24]I. The catalyst is C(Cl)Cl. The product is [CH3:1][O:2][C:3]([C@@H:5]1[CH2:10][CH2:9][N:8]([C:11]([O:13][C:14]([CH3:17])([CH3:15])[CH3:16])=[O:12])[CH2:7][C@H:6]1[C:18]1[CH:23]=[CH:22][C:21]([I:24])=[CH:20][CH:19]=1)=[O:4]. The yield is 0.568. (6) The reactants are [Cl:1][C:2]1[CH:3]=[CH:4][C:5]([NH:11][C:12]2[C:20]3[C:15](=[CH:16][N:17]=[CH:18][CH:19]=3)[O:14][C:13]=2[C:21]([NH:23][NH2:24])=[O:22])=[C:6]2[C:10]=1[NH:9][N:8]=[CH:7]2.[C:25](O)(=O)C. The catalyst is C(OCC)(OCC)OCC. The product is [Cl:1][C:2]1[CH:3]=[CH:4][C:5]([NH:11][C:12]2[C:20]3[C:15](=[CH:16][N:17]=[CH:18][CH:19]=3)[O:14][C:13]=2[C:21]2[O:22][CH:25]=[N:24][N:23]=2)=[C:6]2[C:10]=1[NH:9][N:8]=[CH:7]2. The yield is 0.230. (7) No catalyst specified. The reactants are C(OC[C@@](NC(=O)C)(C)CCC1OC(Br)=CC=1)(=O)C.C1(CCC#C)C=CC=CC=1.[C:30]([OH:35])(=[O:34])[C:31]([OH:33])=[O:32].[NH2:36][C@:37]([CH3:58])([CH2:40][CH2:41][C:42]1[O:43][C:44]([C:47]#[C:48][CH2:49][CH2:50][CH2:51][C:52]2[CH:57]=[CH:56][CH:55]=[CH:54]C=2)=[CH:45][CH:46]=1)[CH2:38][OH:39].[K+].[Br-]. The yield is 0.610. The product is [C:30]([OH:35])(=[O:34])[C:31]([OH:33])=[O:32].[NH2:36][C@:37]([CH3:58])([CH2:40][CH2:41][C:42]1[O:43][C:44]([C:47]#[C:48][CH2:49][CH2:50][C:51]2[CH:52]=[CH:57][CH:56]=[CH:55][CH:54]=2)=[CH:45][CH:46]=1)[CH2:38][OH:39]. (8) The reactants are [CH:1]([N:4]1[C:8]([C:9]2[N:18]=[C:17]3[N:11]([CH2:12][CH2:13][O:14][C:15]4[CH:22]=[C:21]([CH:23]5[CH2:28][CH2:27][N:26]([CH2:29][CH2:30][O:31]C6CCCCO6)[CH2:25][CH2:24]5)[CH:20]=[CH:19][C:16]=43)[CH:10]=2)=[N:7][CH:6]=[N:5]1)([CH3:3])[CH3:2].Cl. The catalyst is CO.O1CCOCC1. The product is [CH:1]([N:4]1[C:8]([C:9]2[N:18]=[C:17]3[C:16]4[CH:19]=[CH:20][C:21]([CH:23]5[CH2:24][CH2:25][N:26]([CH2:29][CH2:30][OH:31])[CH2:27][CH2:28]5)=[CH:22][C:15]=4[O:14][CH2:13][CH2:12][N:11]3[CH:10]=2)=[N:7][CH:6]=[N:5]1)([CH3:3])[CH3:2]. The yield is 0.300. (9) The reactants are FC(F)(F)C(O)=O.C([O:12][C:13]([CH2:15][CH:16]([NH:31][C:32](=[O:46])[CH:33]([N:35]1[CH:44]=[CH:43][C:42]2[C:37](=[CH:38][CH:39]=[CH:40][CH:41]=2)[C:36]1=[O:45])[CH3:34])[C:17](=[O:30])[CH2:18][O:19][C:20](=[O:29])[C:21]1[C:26]([Cl:27])=[CH:25][CH:24]=[CH:23][C:22]=1[Cl:28])=[O:14])(C)(C)C. The catalyst is ClCCl. The product is [C:13]([CH2:15][CH:16]([NH:31][C:32](=[O:46])[CH:33]([N:35]1[CH:44]=[CH:43][C:42]2[C:37](=[CH:38][CH:39]=[CH:40][CH:41]=2)[C:36]1=[O:45])[CH3:34])[C:17](=[O:30])[CH2:18][O:19][C:20](=[O:29])[C:21]1[C:22]([Cl:28])=[CH:23][CH:24]=[CH:25][C:26]=1[Cl:27])([OH:14])=[O:12]. The yield is 0.160. (10) The reactants are N#N.[CH3:3][O:4][C:5]([C:7]1[CH:11]=[C:10](Br)[O:9][C:8]=1[CH3:13])=[O:6].[N+:14]([C:17]1[CH:18]=[C:19]([NH2:32])[CH:20]=[CH:21][C:22]=1B1OC(C)(C)C(C)(C)O1)([O-:16])=[O:15].C(=O)(O)[O-].[Na+]. The catalyst is COCCOC.C1C=CC([P]([Pd]([P](C2C=CC=CC=2)(C2C=CC=CC=2)C2C=CC=CC=2)([P](C2C=CC=CC=2)(C2C=CC=CC=2)C2C=CC=CC=2)[P](C2C=CC=CC=2)(C2C=CC=CC=2)C2C=CC=CC=2)(C2C=CC=CC=2)C2C=CC=CC=2)=CC=1. The product is [CH3:3][O:4][C:5]([C:7]1[CH:11]=[C:10]([C:22]2[CH:21]=[CH:20][C:19]([NH2:32])=[CH:18][C:17]=2[N+:14]([O-:16])=[O:15])[O:9][C:8]=1[CH3:13])=[O:6]. The yield is 0.340.